Dataset: Forward reaction prediction with 1.9M reactions from USPTO patents (1976-2016). Task: Predict the product of the given reaction. (1) The product is: [C:1]([O:5][C:6]([NH:8][C@H:9]([C:26]([OH:28])=[O:27])[CH2:10][CH2:11][CH2:12][CH2:13][NH:14][C:15](=[O:25])[CH2:16][O:17][CH2:18][CH2:19][O:20][CH2:21][CH2:22][O:23][CH3:24])=[O:7])([CH3:4])([CH3:2])[CH3:3]. Given the reactants [C:1]([O:5][C:6]([NH:8][C@H:9]([C:26]([O:28]C)=[O:27])[CH2:10][CH2:11][CH2:12][CH2:13][NH:14][C:15](=[O:25])[CH2:16][O:17][CH2:18][CH2:19][O:20][CH2:21][CH2:22][O:23][CH3:24])=[O:7])([CH3:4])([CH3:3])[CH3:2].O.[Li+].[OH-], predict the reaction product. (2) Given the reactants [Br:1][C:2]1[C:3]([CH:8]=[O:9])=[N:4][CH:5]=[CH:6][CH:7]=1.[CH2:10](O)[CH2:11][OH:12].O, predict the reaction product. The product is: [Br:1][C:2]1[C:3]([CH:8]2[O:12][CH2:11][CH2:10][O:9]2)=[N:4][CH:5]=[CH:6][CH:7]=1. (3) Given the reactants [NH2:1][C:2]1[N:7]2[N:8]=[CH:9][C:10]([C:11]3[CH:12]=[N:13][C:14]([C:17]4[CH:22]=[CH:21][CH:20]=[CH:19][CH:18]=4)=[CH:15][CH:16]=3)=[C:6]2[N:5]=[C:4]([CH:23]2[CH2:28][CH2:27][CH:26]([CH2:29][C:30]3[O:34][C:33](=[O:35])[NH:32][N:31]=3)[CH2:25][CH2:24]2)[CH:3]=1.FC(F)(F)C([O-])=O.[Br:43]N1C(=O)CCC1=O, predict the reaction product. The product is: [NH2:1][C:2]1[N:7]2[N:8]=[CH:9][C:10]([C:11]3[CH:12]=[N:13][C:14]([C:17]4[CH:18]=[CH:19][CH:20]=[CH:21][CH:22]=4)=[CH:15][CH:16]=3)=[C:6]2[N:5]=[C:4]([CH:23]2[CH2:24][CH2:25][CH:26]([CH2:29][C:30]3[O:34][C:33](=[O:35])[NH:32][N:31]=3)[CH2:27][CH2:28]2)[C:3]=1[Br:43]. (4) Given the reactants [Cl:1][C:2]1[N:7]=[C:6]([N:8]2[CH2:14][CH:13]3[O:15][CH:10]([CH2:11][CH2:12]3)[CH2:9]2)[CH:5]=[C:4]([Cl:16])[N:3]=1.[N+:17]([C:20]1[CH:25]=[CH:24][C:23](B2OC(C)(C)C(C)(C)O2)=[CH:22][CH:21]=1)([O-:19])=[O:18].C([O-])([O-])=O.[Na+].[Na+], predict the reaction product. The product is: [Cl:16][C:4]1[N:3]=[C:2]([C:23]2[CH:24]=[CH:25][C:20]([N+:17]([O-:19])=[O:18])=[CH:21][CH:22]=2)[N:7]=[C:6]([N:8]2[CH2:14][CH:13]3[O:15][CH:10]([CH2:11][CH2:12]3)[CH2:9]2)[CH:5]=1.[Cl:1][C:2]1[N:7]=[C:6]([N:8]2[CH2:14][CH:13]3[O:15][CH:10]([CH2:11][CH2:12]3)[CH2:9]2)[CH:5]=[C:4]([C:23]2[CH:24]=[CH:25][C:20]([N+:17]([O-:19])=[O:18])=[CH:21][CH:22]=2)[N:3]=1. (5) Given the reactants [CH3:1][O:2][C:3]1[C:4]([N+:13]([O-])=O)=[C:5]([CH:10]=[CH:11][CH:12]=1)[C:6]([O:8][CH3:9])=[O:7], predict the reaction product. The product is: [NH2:13][C:4]1[C:3]([O:2][CH3:1])=[CH:12][CH:11]=[CH:10][C:5]=1[C:6]([O:8][CH3:9])=[O:7]. (6) Given the reactants [N+:1]([C:4]1[N:5]=[CH:6][C:7]([CH:10](C(OCC)=O)[C:11]([O:13][C:14](C)(C)[CH3:15])=[O:12])=[N:8][CH:9]=1)([O-:3])=[O:2], predict the reaction product. The product is: [N+:1]([C:4]1[N:5]=[CH:6][C:7]([CH2:10][C:11]([O:13][CH2:14][CH3:15])=[O:12])=[N:8][CH:9]=1)([O-:3])=[O:2]. (7) The product is: [C:1]([C:4]1[N:8]2[C:9](=[O:15])[CH:10]=[C:11]([CH2:13][N:29]3[CH:30]=[CH:31][C:27]([C:26]([F:33])([F:32])[F:25])=[N:28]3)[N:12]=[C:7]2[S:6][C:5]=1[CH3:16])(=[O:3])[CH3:2]. Given the reactants [C:1]([C:4]1[N:8]2[C:9](=[O:15])[CH:10]=[C:11]([CH2:13]Cl)[N:12]=[C:7]2[S:6][C:5]=1[CH3:16])(=[O:3])[CH3:2].[I-].[K+].C(=O)([O-])[O-].[K+].[K+].[F:25][C:26]([F:33])([F:32])[C:27]1[CH:31]=[CH:30][NH:29][N:28]=1, predict the reaction product.